Predict the reactants needed to synthesize the given product. From a dataset of Full USPTO retrosynthesis dataset with 1.9M reactions from patents (1976-2016). (1) The reactants are: [NH2:1][C:2]1[C:11]2[C:6](=[CH:7][C:8]([CH2:12][N:13]3[C:18](=[O:19])[CH2:17][N:16]([CH2:20][C:21]4[NH:22][C:23]5[C:28]([CH:29]=4)=[CH:27][C:26]([Cl:30])=[CH:25][CH:24]=5)[CH2:15][CH:14]3[C:31]([OH:33])=O)=[CH:9][CH:10]=2)[N:5]=[CH:4][N:3]=1.[CH3:34][N:35]1CCOCC1.Cl.CN.CN(C(ON1N=NC2C=CC=NC1=2)=[N+](C)C)C.F[P-](F)(F)(F)(F)F. Given the product [CH3:34][NH:35][C:31]([CH:14]1[CH2:15][N:16]([CH2:20][C:21]2[NH:22][C:23]3[C:28]([CH:29]=2)=[CH:27][C:26]([Cl:30])=[CH:25][CH:24]=3)[CH2:17][C:18](=[O:19])[N:13]1[CH2:12][C:8]1[CH:7]=[C:6]2[C:11]([C:2]([NH2:1])=[N:3][CH:4]=[N:5]2)=[CH:10][CH:9]=1)=[O:33], predict the reactants needed to synthesize it. (2) Given the product [Cl:26][C:27]1[CH:32]=[C:31]([O:33][CH3:34])[CH:30]=[CH:29][C:28]=1[C:9]1[N:13]2[C:14]3[N:22]=[C:21]([O:23][CH3:24])[CH:20]=[CH:19][C:15]=3[N:16]=[C:17]([CH3:18])[C:12]2=[C:11]([CH3:25])[N:10]=1, predict the reactants needed to synthesize it. The reactants are: ClC1C=C([C:9]2[N:13]3[C:14]4[N:22]=[C:21]([O:23][CH3:24])[CH:20]=[CH:19][C:15]=4[N:16]=[C:17]([CH3:18])[C:12]3=[C:11]([CH3:25])[N:10]=2)C=C(Cl)C=1.[Cl:26][C:27]1[CH:32]=[C:31]([O:33][CH3:34])[CH:30]=[CH:29][C:28]=1B(O)O. (3) Given the product [CH2:19]([N:1]([C:10]([O:12][C:13]([CH3:16])([CH3:15])[CH3:14])=[O:11])[NH:2][C:3]([O:5][C:6]([CH3:7])([CH3:8])[CH3:9])=[O:4])[C:18]#[CH:17], predict the reactants needed to synthesize it. The reactants are: [NH:1]([C:10]([O:12][C:13]([CH3:16])([CH3:15])[CH3:14])=[O:11])[NH:2][C:3]([O:5][C:6]([CH3:9])([CH3:8])[CH3:7])=[O:4].[CH2:17](Br)[C:18]#[CH:19].O. (4) Given the product [F:1][C:2]1[CH:3]=[N:4][C:5]2[C:10]([CH:11]=1)=[CH:9][CH:8]=[C:7]([OH:12])[CH:6]=2, predict the reactants needed to synthesize it. The reactants are: [F:1][C:2]1[CH:3]=[N:4][C:5]2[C:10]([CH:11]=1)=[CH:9][CH:8]=[C:7]([O:12]C)[CH:6]=2.B(Br)(Br)Br.CO. (5) Given the product [CH3:26][N:10]1[C:11]2[C:2]([CH3:1])=[CH:3][CH:4]=[CH:5][C:6]=2[C@H:7]2[CH2:15][N:14]([C:16]([O:18][C:19]([CH3:22])([CH3:21])[CH3:20])=[O:17])[CH2:13][C@H:8]2[C:9]1=[O:12], predict the reactants needed to synthesize it. The reactants are: [CH3:1][C:2]1[C:11]2[NH:10][C:9](=[O:12])[C@@H:8]3[CH2:13][N:14]([C:16]([O:18][C:19]([CH3:22])([CH3:21])[CH3:20])=[O:17])[CH2:15][C@@H:7]3[C:6]=2[CH:5]=[CH:4][CH:3]=1.[H-].[Na+].I[CH3:26]. (6) Given the product [CH3:23][C:2]1([CH3:1])[O:7][C:6]2[CH:8]=[CH:9][C:10]([CH:12]3[O:16][C:15](=[O:21])[NH:14][CH2:13]3)=[CH:11][C:5]=2[CH2:4][O:3]1, predict the reactants needed to synthesize it. The reactants are: [CH3:1][C:2]1([CH3:23])[O:7][C:6]2[CH:8]=[CH:9][C:10]([CH:12](O)[CH2:13][NH:14][C:15](=[O:21])[O:16]C(C)(C)C)=[CH:11][C:5]=2[CH2:4][O:3]1.[H-].[Na+].